Dataset: TCR-epitope binding with 47,182 pairs between 192 epitopes and 23,139 TCRs. Task: Binary Classification. Given a T-cell receptor sequence (or CDR3 region) and an epitope sequence, predict whether binding occurs between them. (1) The epitope is QIKVRVKMV. Result: 0 (the TCR does not bind to the epitope). The TCR CDR3 sequence is CSVRPGTSAYEQYF. (2) The epitope is IVTDFSVIK. The TCR CDR3 sequence is CASSHTNTGELFF. Result: 0 (the TCR does not bind to the epitope). (3) The epitope is RTLNAWVKV. The TCR CDR3 sequence is CASSPGTSETGELFF. Result: 1 (the TCR binds to the epitope). (4) Result: 0 (the TCR does not bind to the epitope). The epitope is FLNGSCGSV. The TCR CDR3 sequence is CASSLAGGKETQYF. (5) The epitope is KLSYGIATV. The TCR CDR3 sequence is CASSGLNSPLHF. Result: 0 (the TCR does not bind to the epitope). (6) The epitope is KLSYGIATV. The TCR CDR3 sequence is CASSELGPEAYEQFF. Result: 1 (the TCR binds to the epitope). (7) The epitope is FLKEKGGL. The TCR CDR3 sequence is CASSYERGGLPKNIQYF. Result: 1 (the TCR binds to the epitope).